Dataset: Catalyst prediction with 721,799 reactions and 888 catalyst types from USPTO. Task: Predict which catalyst facilitates the given reaction. (1) Reactant: [CH2:1]([N+:5]([O-:7])=[O:6])/[CH:2]=[N:3]\O.[Br:8][C:9]1[CH:17]=[C:13]([C:14]([OH:16])=[O:15])[C:12](N)=[CH:11][CH:10]=1.Cl. Product: [Br:8][C:9]1[CH:10]=[CH:11][C:12]([NH:3]/[CH:2]=[CH:1]/[N+:5]([O-:7])=[O:6])=[C:13]([CH:17]=1)[C:14]([OH:16])=[O:15]. The catalyst class is: 6. (2) Reactant: C(=O)([O-])[O-].[K+].[K+].[CH2:7]([NH2:15])[CH2:8][CH2:9][CH2:10][CH2:11][CH2:12][CH2:13][CH3:14].[CH:16]1[C:25]2[C:20](=[CH:21][CH:22]=[CH:23][CH:24]=2)[CH:19]=[CH:18][C:17]=1[O:26][CH2:27][CH2:28][CH2:29]Cl. Product: [CH2:7]([NH:15][CH2:29][CH2:28][CH2:27][O:26][C:17]1[CH:18]=[CH:19][C:20]2[C:25](=[CH:24][CH:23]=[CH:22][CH:21]=2)[CH:16]=1)[CH2:8][CH2:9][CH2:10][CH2:11][CH2:12][CH2:13][CH3:14]. The catalyst class is: 58. (3) Reactant: [C:1](Cl)(=[O:3])[CH3:2].[Cl-].[Al+3].[Cl-].[Cl-].[CH3:9][N:10]([CH3:31])[C:11](=[O:30])[CH2:12][C:13]1[CH:18]=[CH:17][CH:16]=[CH:15][C:14]=1[NH:19][C:20]1[C:25]([F:26])=[C:24]([F:27])[CH:23]=[C:22]([F:28])[C:21]=1[F:29]. The catalyst class is: 26. Product: [CH3:31][N:10]([CH3:9])[C:11](=[O:30])[CH2:12][C:13]1[CH:18]=[C:17]([C:1](=[O:3])[CH3:2])[CH:16]=[CH:15][C:14]=1[NH:19][C:20]1[C:21]([F:29])=[C:22]([F:28])[CH:23]=[C:24]([F:27])[C:25]=1[F:26]. (4) Reactant: [C:1]([C:3]1[CH:8]=[CH:7][C:6]([CH2:9][CH2:10][N:11]2[C:19](=[O:20])[CH:18]3[CH:13]([CH2:14][CH:15]=[CH:16][CH:17]3[NH:21]C(=O)OC(C)(C)C)[C:12]2=[O:29])=[CH:5][CH:4]=1)#[N:2].FC(F)(F)C(O)=O. Product: [NH2:21][CH:17]1[CH:16]=[CH:15][CH2:14][CH:13]2[CH:18]1[C:19](=[O:20])[N:11]([CH2:10][CH2:9][C:6]1[CH:5]=[CH:4][C:3]([C:1]#[N:2])=[CH:8][CH:7]=1)[C:12]2=[O:29]. The catalyst class is: 4. (5) Reactant: Cl.Cl.[CH:3]1([N:7]2[CH2:13][CH2:12][CH2:11][NH:10][CH2:9][CH2:8]2)[CH2:6][CH2:5][CH2:4]1.[OH-:14].[Na+].[Cl:16][C:17]1[CH:24]=[CH:23][C:20]([CH2:21]Cl)=[CH:19][N:18]=1. Product: [Cl:16][C:17]1[N:18]=[CH:19][C:20]([C:21]([N:10]2[CH2:11][CH2:12][CH2:13][N:7]([CH:3]3[CH2:6][CH2:5][CH2:4]3)[CH2:8][CH2:9]2)=[O:14])=[CH:23][CH:24]=1. The catalyst class is: 480. (6) Reactant: C([Mg]Cl)(C)C.[CH3:6][O:7][C:8]1[CH:23]=[C:22]([O:24][CH3:25])[CH:21]=[CH:20][C:9]=1[CH2:10][N:11]1[C:15](=[O:16])[CH2:14][CH:13]([C:17]([O-:19])=O)[CH2:12]1.[CH3:26][O:27][NH:28][CH3:29].O. Product: [CH3:6][O:7][C:8]1[CH:23]=[C:22]([O:24][CH3:25])[CH:21]=[CH:20][C:9]=1[CH2:10][N:11]1[C:15](=[O:16])[CH2:14][CH:13]([C:17]([N:28]([O:27][CH3:26])[CH3:29])=[O:19])[CH2:12]1. The catalyst class is: 1. (7) Reactant: CN(C(ON1N=NC2C=CC=NC1=2)=[N+](C)C)C.F[P-](F)(F)(F)(F)F.[NH2:25][C:26]1[C:27]([C:36]([OH:38])=O)=[CH:28][C:29]2[C:34]([CH:35]=1)=[CH:33][CH:32]=[CH:31][CH:30]=2.Cl.[NH2:40][C@H:41]([C:46]([O:48][CH3:49])=[O:47])[C@@H:42]([CH2:44][CH3:45])[CH3:43].C(N(C(C)C)CC)(C)C. Product: [NH2:25][C:26]1[C:27]([C:36]([NH:40][C@H:41]([C:46]([O:48][CH3:49])=[O:47])[C@H:42]([CH2:44][CH3:45])[CH3:43])=[O:38])=[CH:28][C:29]2[C:34]([CH:35]=1)=[CH:33][CH:32]=[CH:31][CH:30]=2. The catalyst class is: 3.